This data is from Full USPTO retrosynthesis dataset with 1.9M reactions from patents (1976-2016). The task is: Predict the reactants needed to synthesize the given product. Given the product [CH2:52]([NH:51][C:49]([N:46]1[CH2:47][CH2:48][CH:43]([C:41]([N:38]2[CH2:37][CH2:36][CH:35]([NH:34][C:33]3[CH:32]=[CH:31][C:30]([CH2:29][CH2:28][NH:27][CH2:26][C@H:25]([OH:62])[CH2:24][O:23][C:22]4[CH:21]=[CH:20][C:19]([OH:18])=[CH:64][CH:63]=4)=[CH:61][CH:60]=3)[CH2:40][CH2:39]2)=[O:42])[CH2:44][CH2:45]1)=[O:50])[CH2:53][CH2:54][CH2:55][CH2:56][CH2:57][CH2:58][CH3:59], predict the reactants needed to synthesize it. The reactants are: [Si]([O:18][C:19]1[CH:64]=[CH:63][C:22]([O:23][CH2:24][C@@H:25]([OH:62])[CH2:26][NH:27][CH2:28][CH2:29][C:30]2[CH:61]=[CH:60][C:33]([NH:34][CH:35]3[CH2:40][CH2:39][N:38]([C:41]([CH:43]4[CH2:48][CH2:47][N:46]([C:49]([NH:51][CH2:52][CH2:53][CH2:54][CH2:55][CH2:56][CH2:57][CH2:58][CH3:59])=[O:50])[CH2:45][CH2:44]4)=[O:42])[CH2:37][CH2:36]3)=[CH:32][CH:31]=2)=[CH:21][CH:20]=1)(C(C)(C)C)(C1C=CC=CC=1)C1C=CC=CC=1.